From a dataset of NCI-60 drug combinations with 297,098 pairs across 59 cell lines. Regression. Given two drug SMILES strings and cell line genomic features, predict the synergy score measuring deviation from expected non-interaction effect. (1) Drug 1: CC1OCC2C(O1)C(C(C(O2)OC3C4COC(=O)C4C(C5=CC6=C(C=C35)OCO6)C7=CC(=C(C(=C7)OC)O)OC)O)O. Drug 2: C1=NNC2=C1C(=O)NC=N2. Cell line: DU-145. Synergy scores: CSS=20.1, Synergy_ZIP=-1.77, Synergy_Bliss=-1.40, Synergy_Loewe=-7.69, Synergy_HSA=-0.200. (2) Drug 1: C1=NC2=C(N1)C(=S)N=C(N2)N. Drug 2: C1C(C(OC1N2C=NC3=C2NC=NCC3O)CO)O. Cell line: RXF 393. Synergy scores: CSS=4.20, Synergy_ZIP=-7.19, Synergy_Bliss=-7.61, Synergy_Loewe=-7.14, Synergy_HSA=-6.46. (3) Drug 2: CC1C(C(CC(O1)OC2CC(CC3=C2C(=C4C(=C3O)C(=O)C5=CC=CC=C5C4=O)O)(C(=O)C)O)N)O. Cell line: NCI-H460. Synergy scores: CSS=43.4, Synergy_ZIP=-0.345, Synergy_Bliss=-1.36, Synergy_Loewe=-14.4, Synergy_HSA=-0.154. Drug 1: CCN(CC)CCCC(C)NC1=C2C=C(C=CC2=NC3=C1C=CC(=C3)Cl)OC. (4) Drug 1: CCCS(=O)(=O)NC1=C(C(=C(C=C1)F)C(=O)C2=CNC3=C2C=C(C=N3)C4=CC=C(C=C4)Cl)F. Drug 2: CC1=C2C(C(=O)C3(C(CC4C(C3C(C(C2(C)C)(CC1OC(=O)C(C(C5=CC=CC=C5)NC(=O)OC(C)(C)C)O)O)OC(=O)C6=CC=CC=C6)(CO4)OC(=O)C)OC)C)OC. Cell line: IGROV1. Synergy scores: CSS=42.4, Synergy_ZIP=9.82, Synergy_Bliss=9.94, Synergy_Loewe=-3.38, Synergy_HSA=10.5. (5) Drug 1: COC1=C(C=C2C(=C1)N=CN=C2NC3=CC(=C(C=C3)F)Cl)OCCCN4CCOCC4. Drug 2: CN(C(=O)NC(C=O)C(C(C(CO)O)O)O)N=O. Cell line: T-47D. Synergy scores: CSS=19.8, Synergy_ZIP=0.0611, Synergy_Bliss=-2.09, Synergy_Loewe=-12.1, Synergy_HSA=1.29. (6) Drug 1: CC12CCC(CC1=CCC3C2CCC4(C3CC=C4C5=CN=CC=C5)C)O. Drug 2: CC1=C(C=C(C=C1)NC(=O)C2=CC=C(C=C2)CN3CCN(CC3)C)NC4=NC=CC(=N4)C5=CN=CC=C5. Cell line: CAKI-1. Synergy scores: CSS=26.1, Synergy_ZIP=16.9, Synergy_Bliss=17.9, Synergy_Loewe=7.93, Synergy_HSA=11.6. (7) Drug 1: C1=CC(=CC=C1CC(C(=O)O)N)N(CCCl)CCCl.Cl. Drug 2: C1=CC(=CC=C1CCCC(=O)O)N(CCCl)CCCl. Cell line: SK-MEL-2. Synergy scores: CSS=25.3, Synergy_ZIP=9.03, Synergy_Bliss=14.7, Synergy_Loewe=11.9, Synergy_HSA=12.2.